From a dataset of Forward reaction prediction with 1.9M reactions from USPTO patents (1976-2016). Predict the product of the given reaction. Given the reactants [OH:1][C:2]1[CH:7]=[CH:6][C:5]([C@H:8]([NH:10][C:11](=[O:17])[O:12][C:13]([CH3:16])([CH3:15])[CH3:14])[CH3:9])=[CH:4][CH:3]=1, predict the reaction product. The product is: [OH:1][CH:2]1[CH2:7][CH2:6][CH:5]([C@H:8]([NH:10][C:11](=[O:17])[O:12][C:13]([CH3:16])([CH3:15])[CH3:14])[CH3:9])[CH2:4][CH2:3]1.